Dataset: Full USPTO retrosynthesis dataset with 1.9M reactions from patents (1976-2016). Task: Predict the reactants needed to synthesize the given product. (1) Given the product [CH3:21][CH:22]1[N:27]([CH2:2][C:3]2[C:11]3[O:10][CH:9]=[CH:8][C:7]=3[CH:6]=[C:5]([N+:12]([O-:14])=[O:13])[CH:4]=2)[CH2:26][CH2:25][N:24]([C:28]([O:30][C:31]([CH3:32])([CH3:34])[CH3:33])=[O:29])[CH2:23]1, predict the reactants needed to synthesize it. The reactants are: Br[CH2:2][C:3]1[C:11]2[O:10][CH:9]=[CH:8][C:7]=2[CH:6]=[C:5]([N+:12]([O-:14])=[O:13])[CH:4]=1.C([O-])([O-])=O.[K+].[K+].[CH3:21][CH:22]1[NH:27][CH2:26][CH2:25][N:24]([C:28]([O:30][C:31]([CH3:34])([CH3:33])[CH3:32])=[O:29])[CH2:23]1. (2) The reactants are: [F:1][C:2]1[CH:3]=[C:4]([CH:7]=[CH:8][CH:9]=1)[CH:5]=[O:6].[F:10][C:11]([Si](C)(C)C)([F:13])[F:12].[F-].C([N+](CCCC)(CCCC)CCCC)CCC. Given the product [F:1][C:2]1[CH:9]=[CH:8][CH:7]=[C:4]([CH:5]([OH:6])[C:11]([F:13])([F:12])[F:10])[CH:3]=1, predict the reactants needed to synthesize it. (3) Given the product [CH2:24]([O:11][C:3]1[CH:4]=[CH:5][C:6]2[O:10][CH:9]=[CH:8][C:7]=2[C:2]=1[Br:1])[C:21]1[CH:22]=[CH:23][CH:18]=[CH:19][CH:20]=1, predict the reactants needed to synthesize it. The reactants are: [Br:1][C:2]1[C:7]2[CH:8]=[CH:9][O:10][C:6]=2[CH:5]=[CH:4][C:3]=1[OH:11].C([O-])([O-])=O.[K+].[K+].[CH:18]1[CH:23]=[CH:22][C:21]([CH2:24]Br)=[CH:20][CH:19]=1. (4) The reactants are: [C:1]1([C:7]2[C:12]([C:13]#[N:14])=[CH:11]C=CN=2)[CH:6]=[CH:5][CH:4]=[CH:3][CH:2]=1.C([N:17](CC)CC)C.[CH2:22](O)[CH3:23]. Given the product [C:1]1([C:7]2[CH:23]=[CH:22][N:14]=[CH:13][C:12]=2[C:11]#[N:17])[CH:2]=[CH:3][CH:4]=[CH:5][CH:6]=1, predict the reactants needed to synthesize it. (5) Given the product [F:29][C:30]([F:37])([F:36])[C:31](=[O:32])[CH2:17][C:16]([C:14]1[S:15][C:11]([C:7]2[CH:8]=[CH:9][CH:10]=[C:5]([S:2]([CH3:1])(=[O:4])=[O:3])[CH:6]=2)=[CH:12][CH:13]=1)=[O:18], predict the reactants needed to synthesize it. The reactants are: [CH3:1][S:2]([C:5]1[CH:6]=[C:7]([C:11]2[S:15][C:14]([C:16](=[O:18])[CH3:17])=[CH:13][CH:12]=2)[CH:8]=[CH:9][CH:10]=1)(=[O:4])=[O:3].C[Si]([N-][Si](C)(C)C)(C)C.[Li+].[F:29][C:30]([F:37])([F:36])[C:31](OCC)=[O:32]. (6) Given the product [CH2:25]([C:32]1[N:37]=[N:36][C:35]([N:38]2[CH2:39][CH2:40][C:41]([OH:44])([C:2]3[CH:7]=[CH:6][C:5]([C:8]([CH3:19])([O:10][CH2:11][O:12][CH2:13][CH2:14][Si:15]([CH3:18])([CH3:17])[CH3:16])[CH3:9])=[CH:4][N:3]=3)[CH2:42][CH2:43]2)=[C:34]([CH3:45])[C:33]=1[CH3:46])[C:26]1[CH:31]=[CH:30][CH:29]=[CH:28][CH:27]=1, predict the reactants needed to synthesize it. The reactants are: Br[C:2]1[CH:7]=[CH:6][C:5]([C:8]([CH3:19])([O:10][CH2:11][O:12][CH2:13][CH2:14][Si:15]([CH3:18])([CH3:17])[CH3:16])[CH3:9])=[CH:4][N:3]=1.C([Li])(C)(C)C.[CH2:25]([C:32]1[N:37]=[N:36][C:35]([N:38]2[CH2:43][CH2:42][C:41](=[O:44])[CH2:40][CH2:39]2)=[C:34]([CH3:45])[C:33]=1[CH3:46])[C:26]1[CH:31]=[CH:30][CH:29]=[CH:28][CH:27]=1. (7) Given the product [ClH:30].[ClH:30].[CH:1]([N:4]([CH3:23])[C:5]1[CH:22]=[CH:21][C:8]2[CH2:9][NH:10][CH2:11][CH2:12][O:13][C:7]=2[CH:6]=1)([CH3:3])[CH3:2], predict the reactants needed to synthesize it. The reactants are: [CH:1]([N:4]([CH3:23])[C:5]1[CH:22]=[CH:21][C:8]2[CH2:9][N:10](C(OC(C)(C)C)=O)[CH2:11][CH2:12][O:13][C:7]=2[CH:6]=1)([CH3:3])[CH3:2].C(OCC)(=O)C.[ClH:30]. (8) Given the product [CH2:13](/[N:17]=[CH:4]/[C:3]1[C:2]([F:1])=[CH:9][C:8]([O:10][CH3:11])=[CH:7][C:6]=1[F:12])[CH2:14][CH2:15][CH3:16], predict the reactants needed to synthesize it. The reactants are: [F:1][C:2]1[CH:9]=[C:8]([O:10][CH3:11])[CH:7]=[C:6]([F:12])[C:3]=1[CH:4]=O.[CH2:13]([NH2:17])[CH2:14][CH2:15][CH3:16].C1(C)C=CC(S(O)(=O)=O)=CC=1.